This data is from Forward reaction prediction with 1.9M reactions from USPTO patents (1976-2016). The task is: Predict the product of the given reaction. (1) The product is: [ClH:13].[NH2:1][C@@H:2]1[CH2:7][CH2:6][C@H:5]([C:8]([O:10][CH3:15])=[O:9])[CH2:4][CH2:3]1. Given the reactants [NH2:1][C@@H:2]1[CH2:7][CH2:6][C@H:5]([C:8]([OH:10])=[O:9])[CH2:4][CH2:3]1.S(Cl)([Cl:13])=O.[CH3:15]O, predict the reaction product. (2) Given the reactants [CH2:1]([N:8]([CH2:10][CH:11]1[CH2:23][N:21]2[C:22]3[C:17]([C:18](=[O:34])[N:19](CC4C=CC(OC)=CC=4)[C:20]2=[O:24])=[CH:16][CH:15]=[CH:14][C:13]=3[CH2:12]1)[CH3:9])[C:2]1[CH:7]=[CH:6][CH:5]=[CH:4][CH:3]=1.C(#N)C.C(=O)([O-])O.[Na+], predict the reaction product. The product is: [CH2:1]([N:8]([CH2:10][CH:11]1[CH2:23][N:21]2[C:22]3[C:17]([C:18](=[O:34])[NH:19][C:20]2=[O:24])=[CH:16][CH:15]=[CH:14][C:13]=3[CH2:12]1)[CH3:9])[C:2]1[CH:3]=[CH:4][CH:5]=[CH:6][CH:7]=1. (3) Given the reactants [CH3:1][N:2]([CH3:34])[C@H:3]1[CH2:8][CH2:7][C@H:6]([N:9]([CH2:32][CH3:33])[C:10]2[C:24]3[CH2:23][CH:22]=[CH:21][CH2:20][C:19]4[CH:25]=[C:26]([CH3:30])[NH:27][C:28](=[O:29])[C:18]=4[CH2:17][NH:16][C:15](=[O:31])[C:14]=3[CH:13]=[CH:12][CH:11]=2)[CH2:5][CH2:4]1, predict the reaction product. The product is: [CH3:34][N:2]([CH3:1])[C@H:3]1[CH2:8][CH2:7][C@H:6]([N:9]([CH2:32][CH3:33])[C:10]2[C:24]3[CH2:23][CH2:22][CH2:21][CH2:20][C:19]4[CH:25]=[C:26]([CH3:30])[NH:27][C:28](=[O:29])[C:18]=4[CH2:17][NH:16][C:15](=[O:31])[C:14]=3[CH:13]=[CH:12][CH:11]=2)[CH2:5][CH2:4]1. (4) Given the reactants [F:1][C:2]1[CH:7]=[CH:6][C:5]([C:8]2[N:9]=[C:10]([CH:20]3[CH2:25][CH2:24][N:23]([C:26]([O:28][CH2:29][CH3:30])=[O:27])[CH2:22][CH2:21]3)[S:11][C:12]=2[C:13]2[CH:18]=[CH:17][N:16]=[C:15](F)[CH:14]=2)=[CH:4][CH:3]=1.[C:31]1([C@@H:37]([NH2:39])[CH3:38])[CH:36]=[CH:35][CH:34]=[CH:33][CH:32]=1, predict the reaction product. The product is: [F:1][C:2]1[CH:3]=[CH:4][C:5]([C:8]2[N:9]=[C:10]([CH:20]3[CH2:21][CH2:22][N:23]([C:26]([O:28][CH2:29][CH3:30])=[O:27])[CH2:24][CH2:25]3)[S:11][C:12]=2[C:13]2[CH:18]=[CH:17][N:16]=[C:15]([NH:39][C@H:37]([C:31]3[CH:36]=[CH:35][CH:34]=[CH:33][CH:32]=3)[CH3:38])[CH:14]=2)=[CH:6][CH:7]=1. (5) Given the reactants [C:1]([NH:16][CH2:17][C:18]([NH:20][CH2:21][C:22]([OH:24])=[O:23])=[O:19])(=[O:15])[CH2:2][CH2:3][CH2:4][CH2:5][CH2:6][CH2:7][CH2:8][CH2:9][CH2:10][CH2:11][CH2:12][CH2:13][CH3:14], predict the reaction product. The product is: [OH2:15].[C:1]([NH:16][CH2:17][C:18]([NH:20][CH2:21][C:22]([OH:24])=[O:23])=[O:19])(=[O:15])[CH2:2][CH2:3][CH2:4][CH2:5][CH2:6][CH2:7][CH2:8][CH2:9][CH2:10][CH2:11][CH2:12][CH2:13][CH3:14]. (6) Given the reactants [CH2:1]([O:5][C:6]1[C:15]2[C:10](=[CH:11][CH:12]=[C:13]([C:16]3[S:17][CH:18]=[C:19]([C:21]([OH:23])=[O:22])[N:20]=3)[CH:14]=2)[C:9](=[O:24])[N:8]([CH2:25][CH:26]([CH3:28])[CH3:27])[C:7]=1[CH2:29][NH:30]C(OC(C)(C)C)=O)[CH2:2][CH2:3][CH3:4].[ClH:38], predict the reaction product. The product is: [ClH:38].[NH2:30][CH2:29][C:7]1[N:8]([CH2:25][CH:26]([CH3:27])[CH3:28])[C:9](=[O:24])[C:10]2[C:15]([C:6]=1[O:5][CH2:1][CH2:2][CH2:3][CH3:4])=[CH:14][C:13]([C:16]1[S:17][CH:18]=[C:19]([C:21]([OH:23])=[O:22])[N:20]=1)=[CH:12][CH:11]=2.